Predict the product of the given reaction. From a dataset of Forward reaction prediction with 1.9M reactions from USPTO patents (1976-2016). (1) Given the reactants [CH3:1][N:2]([CH2:4][CH2:5][CH2:6][C@@:7]1([C:18]2[CH:23]=[CH:22][C:21]([F:24])=[CH:20][CH:19]=2)[O:11][CH2:10][C:9]2[CH:12]=[C:13]([C:16]#[N:17])[CH:14]=[CH:15][C:8]1=2)[CH3:3].O.O.[C:27]([OH:32])(=[O:31])[C:28]([OH:30])=[O:29], predict the reaction product. The product is: [CH3:1][N:2]([CH2:4][CH2:5][CH2:6][C@@:7]1([C:18]2[CH:23]=[CH:22][C:21]([F:24])=[CH:20][CH:19]=2)[O:11][CH2:10][C:9]2[CH:12]=[C:13]([C:16]#[N:17])[CH:14]=[CH:15][C:8]1=2)[CH3:3].[C:28]([OH:30])([C:27]([OH:32])=[O:31])=[O:29]. (2) Given the reactants [CH2:1]([O:8][C:9]1[CH:10]=[C:11]([CH:21]=[CH:22][CH:23]=1)[CH2:12][O:13][C:14]1[CH:19]=[N:18][CH:17]=[C:16](Cl)[N:15]=1)[C:2]1[CH:7]=[CH:6][CH:5]=[CH:4][CH:3]=1.[NH:24]1[CH2:29][CH2:28][NH:27][CH2:26][CH2:25]1.C([O-])([O-])=O.[K+].[K+], predict the reaction product. The product is: [CH2:1]([O:8][C:9]1[CH:10]=[C:11]([CH:21]=[CH:22][CH:23]=1)[CH2:12][O:13][C:14]1[CH:19]=[N:18][CH:17]=[C:16]([N:24]2[CH2:29][CH2:28][NH:27][CH2:26][CH2:25]2)[N:15]=1)[C:2]1[CH:7]=[CH:6][CH:5]=[CH:4][CH:3]=1. (3) Given the reactants Cl[C:2]1[N:11]=[C:10]([N:12]([CH3:14])[CH3:13])[C:9]2[C:4](=[CH:5][CH:6]=[CH:7][CH:8]=2)[N:3]=1.[CH2:15]([O:22][C:23](=[O:34])[NH:24][CH2:25][CH2:26][C@H:27]1[CH2:32][CH2:31][C@@H:30]([NH2:33])[CH2:29][CH2:28]1)[C:16]1[CH:21]=[CH:20][CH:19]=[CH:18][CH:17]=1.C(N(CC)CC)C, predict the reaction product. The product is: [CH2:15]([O:22][C:23](=[O:34])[NH:24][CH2:25][CH2:26][C@H:27]1[CH2:28][CH2:29][C@@H:30]([NH:33][C:2]2[N:11]=[C:10]([N:12]([CH3:14])[CH3:13])[C:9]3[C:4](=[CH:5][CH:6]=[CH:7][CH:8]=3)[N:3]=2)[CH2:31][CH2:32]1)[C:16]1[CH:17]=[CH:18][CH:19]=[CH:20][CH:21]=1.